From a dataset of Catalyst prediction with 721,799 reactions and 888 catalyst types from USPTO. Predict which catalyst facilitates the given reaction. (1) Reactant: [F:1][C:2]1[CH:10]=[CH:9][C:8]([CH3:11])=[C:7]2[C:3]=1[CH:4]=[CH:5][NH:6]2.[C:12](O[C:12]([C:14]([F:17])([F:16])[F:15])=[O:13])([C:14]([F:17])([F:16])[F:15])=[O:13]. Product: [F:15][C:14]([F:17])([F:16])[C:12]([C:4]1[C:3]2[C:7](=[C:8]([CH3:11])[CH:9]=[CH:10][C:2]=2[F:1])[NH:6][CH:5]=1)=[O:13]. The catalyst class is: 3. (2) Reactant: [Br:1][C:2]1[CH:7]=[CH:6][C:5]([C:8]([C:10]2[CH:15]=[CH:14][C:13]([O:16]C)=[CH:12][C:11]=2[F:18])=[O:9])=[CH:4][CH:3]=1.Br. Product: [Br:1][C:2]1[CH:3]=[CH:4][C:5]([C:8]([C:10]2[CH:15]=[CH:14][C:13]([OH:16])=[CH:12][C:11]=2[F:18])=[O:9])=[CH:6][CH:7]=1. The catalyst class is: 15. (3) Reactant: [Si:1]([O:8][CH:9]1[CH2:14][CH2:13][CH2:12][CH:11]([N:15]2[CH:20]=[C:19]([CH3:21])[C:18](=[O:22])[NH:17][C:16]2=[O:23])[CH2:10]1)([C:4]([CH3:7])([CH3:6])[CH3:5])([CH3:3])[CH3:2].CCN(C(C)C)C(C)C.[C:33](Cl)(=[O:40])[C:34]1[CH:39]=[CH:38][CH:37]=[CH:36][CH:35]=1.C([O-])(O)=O.[Na+]. Product: [C:33]([N:17]1[C:18](=[O:22])[C:19]([CH3:21])=[CH:20][N:15]([CH:11]2[CH2:12][CH2:13][CH2:14][CH:9]([O:8][Si:1]([C:4]([CH3:7])([CH3:5])[CH3:6])([CH3:3])[CH3:2])[CH2:10]2)[C:16]1=[O:23])(=[O:40])[C:34]1[CH:39]=[CH:38][CH:37]=[CH:36][CH:35]=1. The catalyst class is: 79. (4) Reactant: [OH:1][CH2:2][C@@H:3]1[C@H:7]2[O:8][C:9]([CH3:12])([CH3:11])[O:10][C@H:6]2[C@H:5]([N:13]2[C:17]3[N:18]=[C:19]([N:23]([C:31]([O:33][C:34]([CH3:37])([CH3:36])[CH3:35])=[O:32])[C:24]([O:26][C:27]([CH3:30])([CH3:29])[CH3:28])=[O:25])[N:20]=[C:21]([CH3:22])[C:16]=3[CH:15]=[CH:14]2)[O:4]1.CC1(C)N([O])C(C)(C)CCC1.P([O-])([O-])([O-])=[O:50].Cl([O-])=O.[Na+].[OH-].[Na+]. Product: [C:27]([O:26][C:24]([N:23]([C:31]([O:33][C:34]([CH3:37])([CH3:36])[CH3:35])=[O:32])[C:19]1[N:20]=[C:21]([CH3:22])[C:16]2[CH:15]=[CH:14][N:13]([C@H:5]3[C@@H:6]4[O:10][C:9]([CH3:12])([CH3:11])[O:8][C@@H:7]4[C@@H:3]([C:2]([OH:50])=[O:1])[O:4]3)[C:17]=2[N:18]=1)=[O:25])([CH3:28])([CH3:29])[CH3:30]. The catalyst class is: 192. (5) Reactant: [C:1]([C:9]1[C:14]([O:15][CH3:16])=[CH:13][C:12]([CH2:17][C@H:18]([NH:20][C:21](=[O:26])[C:22]([F:25])([F:24])[F:23])[CH3:19])=[C:11]([O:27][CH3:28])[CH:10]=1)(=O)[C:2]1[CH:7]=[CH:6][CH:5]=[CH:4][CH:3]=1.C([SiH](CC)CC)C.C([O-])(O)=O.[Na+]. Product: [CH2:1]([C:9]1[C:14]([O:15][CH3:16])=[CH:13][C:12]([CH2:17][C@H:18]([NH:20][C:21](=[O:26])[C:22]([F:23])([F:25])[F:24])[CH3:19])=[C:11]([O:27][CH3:28])[CH:10]=1)[C:2]1[CH:3]=[CH:4][CH:5]=[CH:6][CH:7]=1. The catalyst class is: 55. (6) Reactant: [N:1]1[CH:6]=[CH:5][CH:4]=[CH:3][C:2]=1[C:7]1[N:15]2[C:10]([CH:11]=[CH:12][CH:13]=[CH:14]2)=[CH:9][C:8]=1[CH:16]([NH:18][C:19]1[C:24]([C:25]#[C:26][CH2:27][O:28][Si](C(C)C)(C(C)C)C(C)C)=[C:23]([NH2:39])[N:22]=[CH:21][N:20]=1)[CH3:17].[F-].C([N+](CCCC)(CCCC)CCCC)CCC. Product: [NH2:39][C:23]1[C:24]([C:25]#[C:26][CH2:27][OH:28])=[C:19]([NH:18][CH:16]([C:8]2[CH:9]=[C:10]3[N:15]([C:7]=2[C:2]2[CH:3]=[CH:4][CH:5]=[CH:6][N:1]=2)[CH:14]=[CH:13][CH:12]=[CH:11]3)[CH3:17])[N:20]=[CH:21][N:22]=1. The catalyst class is: 1. (7) Reactant: [NH2:1][C:2]1[CH:3]=[C:4]2[C:9](=[CH:10][CH:11]=1)[CH:8]=[C:7]([C:12]1[CH:17]=[CH:16][C:15]([OH:18])=[CH:14][CH:13]=1)[CH:6]=[CH:5]2.Cl[CH2:20][CH2:21][O:22][CH2:23][CH2:24][O:25][CH2:26][CH2:27][F:28].C(=O)([O-])[O-].[K+].[K+].CN(C=O)C. Product: [F:28][CH2:27][CH2:26][O:25][CH2:24][CH2:23][O:22][CH2:21][CH2:20][O:18][C:15]1[CH:16]=[CH:17][C:12]([C:7]2[CH:8]=[C:9]3[C:4](=[CH:5][CH:6]=2)[CH:3]=[C:2]([NH2:1])[CH:11]=[CH:10]3)=[CH:13][CH:14]=1. The catalyst class is: 84.